This data is from Forward reaction prediction with 1.9M reactions from USPTO patents (1976-2016). The task is: Predict the product of the given reaction. (1) Given the reactants [Cl:1][C:2]1[C:3]([NH:17][NH:18]C2C=CC=CC=2)=[N:4][C:5]2[C:10]([N:11]=1)=[CH:9][C:8]([C:12]([O:14][CH3:15])=[O:13])=[C:7]([CH3:16])[CH:6]=2.S(Cl)(Cl)=O, predict the reaction product. The product is: [Cl:1][C:2]1[C:3]2[N:4]([C:16]([C:7]3[CH:8]=[CH:9][CH:10]=[CH:5][CH:6]=3)=[N:18][N:17]=2)[C:5]2[C:10]([N:11]=1)=[CH:9][C:8]([C:12]([O:14][CH3:15])=[O:13])=[C:7]([CH3:16])[CH:6]=2. (2) Given the reactants [Cl:1][C:2]1[CH:3]=[C:4]([OH:13])[CH:5]=[CH:6][C:7]=1[O:8][C:9]([F:12])([F:11])[F:10].[CH3:14]OS(OC)(=O)=O.S([O-])([O-])(=O)=O.C([N+](CCCC)(CCCC)CCCC)CCC.C([N+](CCCC)(CCCC)CCCC)CCC.[OH-].[Na+], predict the reaction product. The product is: [Cl:1][C:2]1[CH:3]=[C:4]([O:13][CH3:14])[CH:5]=[CH:6][C:7]=1[O:8][C:9]([F:11])([F:12])[F:10]. (3) The product is: [C:2]([CH:4]1[CH2:7][N:6]([C:15]([O:17][C:18]([CH3:21])([CH3:20])[CH3:19])=[O:16])[CH2:5]1)#[N:3]. Given the reactants Cl.[C:2]([CH:4]1[CH2:7][NH:6][CH2:5]1)#[N:3].C(N(CC)CC)C.[C:15](O[C:15]([O:17][C:18]([CH3:21])([CH3:20])[CH3:19])=[O:16])([O:17][C:18]([CH3:21])([CH3:20])[CH3:19])=[O:16], predict the reaction product. (4) Given the reactants C(N(CC)CC)C.O.ON1C2C=CC=CC=2N=N1.[C:19]([O:23][P:24]([O:31][C:32]1[CH:37]=[CH:36][C:35]([C:38]2[CH:43]=[CH:42][C:41]([CH2:44][CH2:45][C@@:46]([CH3:54])([S:50]([CH3:53])(=[O:52])=[O:51])[C:47](O)=[O:48])=[CH:40][CH:39]=2)=[CH:34][CH:33]=1)([O:26][C:27]([CH3:30])([CH3:29])[CH3:28])=[O:25])([CH3:22])([CH3:21])[CH3:20].[O:55]1[CH2:60][CH2:59][CH2:58][CH2:57][CH:56]1[O:61][NH2:62].Cl.CN(C)CCCN=C=NCC, predict the reaction product. The product is: [P:24]([O:31][C:32]1[CH:37]=[CH:36][C:35]([C:38]2[CH:39]=[CH:40][C:41]([CH2:44][CH2:45][C@@:46]([CH3:54])([S:50]([CH3:53])(=[O:52])=[O:51])[C:47](=[O:48])[NH:62][O:61][CH:56]3[CH2:57][CH2:58][CH2:59][CH2:60][O:55]3)=[CH:42][CH:43]=2)=[CH:34][CH:33]=1)([O:26][C:27]([CH3:28])([CH3:29])[CH3:30])([O:23][C:19]([CH3:22])([CH3:20])[CH3:21])=[O:25]. (5) Given the reactants C(O)[C@H]1[O:7][C@H:6]([O:8][C@:9]2(CO)O[C@H:12](CO)[C@@H:11](O)[C@@H:10]2O)[C@H:5]([OH:20])[C@@H:4](O)[C@@H:3]1O.C1C2C(=CC=CC=2)C=CC=1.C(OCCCC)(=O)C(C)O, predict the reaction product. The product is: [OH:20][CH:5]([CH:4]=[CH2:3])[C:6]([O:8][CH2:9][CH2:10][CH2:11][CH3:12])=[O:7]. (6) Given the reactants [F-].C([N+](CCCC)(CCCC)CCCC)CCC.[Si]([O:26][CH2:27][CH2:28][C:29]1[CH:30]=[C:31]([CH2:34][N:35]2[CH2:53][CH2:52][C:38]3([O:43][CH2:42][CH2:41][N:40]([C:44]([C:46]4[S:47][C:48]([CH3:51])=[CH:49][CH:50]=4)=[O:45])[CH2:39]3)[CH2:37][CH2:36]2)[S:32][CH:33]=1)(C(C)(C)C)(C)C, predict the reaction product. The product is: [OH:26][CH2:27][CH2:28][C:29]1[CH:30]=[C:31]([CH2:34][N:35]2[CH2:36][CH2:37][C:38]3([O:43][CH2:42][CH2:41][N:40]([C:44]([C:46]4[S:47][C:48]([CH3:51])=[CH:49][CH:50]=4)=[O:45])[CH2:39]3)[CH2:52][CH2:53]2)[S:32][CH:33]=1. (7) Given the reactants [NH:1]1[C:9]2[C:4](=[CH:5][C:6]([NH:10][C:11]3[C:12]4[C:19]5[CH2:20][CH2:21][CH:22]([C:24]([O:26]CC)=[O:25])[CH2:23][C:18]=5[S:17][C:13]=4[N:14]=[CH:15][N:16]=3)=[CH:7][CH:8]=2)[CH:3]=[N:2]1.[OH-].[Na+], predict the reaction product. The product is: [NH:1]1[C:9]2[C:4](=[CH:5][C:6]([NH:10][C:11]3[C:12]4[C:19]5[CH2:20][CH2:21][CH:22]([C:24]([OH:26])=[O:25])[CH2:23][C:18]=5[S:17][C:13]=4[N:14]=[CH:15][N:16]=3)=[CH:7][CH:8]=2)[CH:3]=[N:2]1. (8) Given the reactants C([O-])(O)=O.[Na+].[Cl:6][C:7]1[N:8]=[N:9][C:10](Cl)=[CH:11][CH:12]=1.CC1(C)C(C)(C)OB([C:22]2[CH2:27][CH2:26][N:25]([C:28]([O:30][C:31]([CH3:34])([CH3:33])[CH3:32])=[O:29])[CH2:24][CH:23]=2)O1, predict the reaction product. The product is: [Cl:6][C:7]1[N:8]=[N:9][C:10]([C:22]2[CH2:27][CH2:26][N:25]([C:28]([O:30][C:31]([CH3:34])([CH3:33])[CH3:32])=[O:29])[CH2:24][CH:23]=2)=[CH:11][CH:12]=1. (9) Given the reactants [F:1][C:2]([F:12])([F:11])[CH:3]1[CH2:8][C:7](=[O:9])[CH2:6][C:5](=[O:10])[CH2:4]1.[F:13][C:14]([F:27])([F:26])[S:15](O[S:15]([C:14]([F:27])([F:26])[F:13])(=[O:17])=[O:16])(=[O:17])=[O:16], predict the reaction product. The product is: [F:13][C:14]([F:27])([F:26])[S:15]([O:9][C:7]1[CH2:8][CH:3]([C:2]([F:11])([F:12])[F:1])[CH2:4][C:5](=[O:10])[CH:6]=1)(=[O:17])=[O:16].